Dataset: Reaction yield outcomes from USPTO patents with 853,638 reactions. Task: Predict the reaction yield, written as a fraction of the theoretical maximum amount of product (1.0 means a 100% yield; for example, 0.34 means a 34% yield). (1) The reactants are [CH3:1][O:2][C:3]([C:5]1[CH:14]=[C:13]([O:15][CH3:16])[C:12]2[C:7](=[C:8](Br)[CH:9]=[C:10]([F:17])[CH:11]=2)[N:6]=1)=[O:4].C1(P(C2C=CC=CC=2)C2C=CC3C(=CC=CC=3)C=2C2C3C(=CC=CC=3)C=CC=2P(C2C=CC=CC=2)C2C=CC=CC=2)C=CC=CC=1.[CH3:65][N:66]1[CH2:71][CH2:70][NH:69][CH2:68][CH2:67]1.C(=O)([O-])[O-].[Cs+].[Cs+]. The catalyst is C1(C)C=CC=CC=1. The product is [CH3:1][O:2][C:3]([C:5]1[CH:14]=[C:13]([O:15][CH3:16])[C:12]2[C:7](=[C:8]([N:69]3[CH2:70][CH2:71][N:66]([CH3:65])[CH2:67][CH2:68]3)[CH:9]=[C:10]([F:17])[CH:11]=2)[N:6]=1)=[O:4]. The yield is 0.900. (2) The reactants are [CH3:1][C:2]1[CH:11]=[CH:10][C:9]([N+:12]([O-])=O)=[CH:8][C:3]=1[C:4]([O:6][CH3:7])=[O:5]. The catalyst is CCO.[Ni]. The product is [NH2:12][C:9]1[CH:10]=[CH:11][C:2]([CH3:1])=[C:3]([CH:8]=1)[C:4]([O:6][CH3:7])=[O:5]. The yield is 1.00. (3) The reactants are C(OC(=O)[NH:10][C:11]1[C:12]([C:28]([NH:30][C:31]2[CH:32]=[N:33][CH:34]=[CH:35][C:36]=2[N:37]2[CH2:42][C@H:41]([CH3:43])[C@H:40]([N:44]3[CH:48]=[CH:47][N:46]=[N:45]3)[C@H:39]([NH:49]C(OC(C)(C)C)=O)[CH2:38]2)=[O:29])=[N:13][C:14]2[C:19]([CH:20]=1)=[CH:18][CH:17]=[C:16]([N:21]1[CH2:26][CH2:25][N:24]([CH3:27])[CH2:23][CH2:22]1)[CH:15]=2)C1C=CC=CC=1.Cl.O1CCOCC1. The catalyst is CO.C1COCC1.[Pd]. The product is [NH2:10][C:11]1[C:12]([C:28]([NH:30][C:31]2[CH:32]=[N:33][CH:34]=[CH:35][C:36]=2[N:37]2[CH2:42][C@H:41]([CH3:43])[C@H:40]([N:44]3[CH:48]=[CH:47][N:46]=[N:45]3)[C@H:39]([NH2:49])[CH2:38]2)=[O:29])=[N:13][C:14]2[C:19]([CH:20]=1)=[CH:18][CH:17]=[C:16]([N:21]1[CH2:22][CH2:23][N:24]([CH3:27])[CH2:25][CH2:26]1)[CH:15]=2. The yield is 0.540. (4) The reactants are O=C1NCCN1C1C=C(C=CN=1)C([O-])=O.[O:16]=[C:17]1[NH:21][N:20]=[CH:19][N:18]1[C:22]1[CH:23]=[C:24]([CH:29]=[CH:30][N:31]=1)[C:25]([O:27][CH3:28])=[O:26].Br[CH2:33][C:34]1[CH:39]=[CH:38][C:37]([F:40])=[CH:36][CH:35]=1. No catalyst specified. The product is [F:40][C:37]1[CH:38]=[CH:39][C:34]([CH2:33][N:21]2[C:17](=[O:16])[N:18]([C:22]3[CH:23]=[C:24]([CH:29]=[CH:30][N:31]=3)[C:25]([O:27][CH3:28])=[O:26])[CH:19]=[N:20]2)=[CH:35][CH:36]=1. The yield is 0.650. (5) The reactants are [OH:1][C:2]([CH3:42])([CH3:41])[CH:3]([CH3:40])[O:4][C@H:5]1[CH2:10][CH2:9][C@H:8]([N:11]2[C:16](=[O:17])[C:15]([CH2:18][C:19]3[CH:24]=[CH:23][C:22]([C:25]4[C:26]([C:31]#[N:32])=[CH:27][CH:28]=[CH:29][CH:30]=4)=[CH:21][CH:20]=3)=[C:14]([CH2:33][CH2:34][CH3:35])[N:13]3[N:36]=[C:37]([CH3:39])[N:38]=[C:12]23)[CH2:7][CH2:6]1.C[Si]([N:47]=[N+:48]=[N-:49])(C)C.C([Sn](=O)CCCC)CCC.C1(C)C=CC=CC=1. The catalyst is O.C(OCC)(=O)C. The product is [OH:1][C:2]([CH3:41])([CH3:42])[CH:3]([CH3:40])[O:4][C@H:5]1[CH2:10][CH2:9][C@H:8]([N:11]2[C:16](=[O:17])[C:15]([CH2:18][C:19]3[CH:24]=[CH:23][C:22]([C:25]4[CH:30]=[CH:29][CH:28]=[CH:27][C:26]=4[C:31]4[NH:49][N:48]=[N:47][N:32]=4)=[CH:21][CH:20]=3)=[C:14]([CH2:33][CH2:34][CH3:35])[N:13]3[N:36]=[C:37]([CH3:39])[N:38]=[C:12]23)[CH2:7][CH2:6]1. The yield is 0.260. (6) The reactants are [F:1][C:2]([F:43])([F:42])[C:3]1[CH:4]=[C:5]([C:13]2[O:41][C:16]3=[C:17]([NH2:40])[N:18]=[CH:19][C:20]([C:21]4[CH:22]=[N:23][N:24]([CH:26]5[CH2:31][CH2:30][CH:29]([O:32][Si](C(C)(C)C)(C)C)[CH2:28][CH2:27]5)[CH:25]=4)=[C:15]3[CH:14]=2)[CH:6]=[C:7]([C:9]([F:12])([F:11])[F:10])[CH:8]=1.[F-].C([N+](CCCC)(CCCC)CCCC)CCC. The catalyst is C1COCC1.CCOC(C)=O. The product is [NH2:40][C:17]1[N:18]=[CH:19][C:20]([C:21]2[CH:22]=[N:23][N:24]([C@H:26]3[CH2:31][CH2:30][C@H:29]([OH:32])[CH2:28][CH2:27]3)[CH:25]=2)=[C:15]2[CH:14]=[C:13]([C:5]3[CH:6]=[C:7]([C:9]([F:10])([F:11])[F:12])[CH:8]=[C:3]([C:2]([F:43])([F:1])[F:42])[CH:4]=3)[O:41][C:16]=12. The yield is 0.350. (7) The reactants are [NH2:1][CH:2]1[CH2:7][CH2:6][N:5]([CH2:8][CH:9]2[C:13]3=[C:14]([Cl:22])[CH:15]=[N:16][C:17]4[CH:18]=[CH:19][C:20](=[O:21])[N:11]([C:12]=43)[CH2:10]2)[CH2:4][CH2:3]1.[F:23][C:24]1[C:29]2[O:30][CH2:31][CH2:32][O:33][C:28]=2[CH:27]=[C:26]([CH:34]=O)[CH:25]=1. No catalyst specified. The product is [ClH:22].[Cl:22][C:14]1[CH:15]=[N:16][C:17]2[CH:18]=[CH:19][C:20](=[O:21])[N:11]3[CH2:10][CH:9]([CH2:8][N:5]4[CH2:6][CH2:7][CH:2]([NH:1][CH2:34][C:26]5[CH:25]=[C:24]([F:23])[C:29]6[O:30][CH2:31][CH2:32][O:33][C:28]=6[CH:27]=5)[CH2:3][CH2:4]4)[C:13]=1[C:12]=23. The yield is 0.560.